This data is from Full USPTO retrosynthesis dataset with 1.9M reactions from patents (1976-2016). The task is: Predict the reactants needed to synthesize the given product. Given the product [C:1]([C:5]1[O:9][C:8]([C:10](=[O:40])[CH:11]([NH:13][C:14](=[O:39])[CH2:15][N:16]2[C:21](=[O:22])[C:20]([NH2:23])=[CH:19][N:18]=[C:17]2[C:33]2[CH:34]=[CH:35][CH:36]=[CH:37][CH:38]=2)[CH3:12])=[N:7][N:6]=1)([CH3:2])([CH3:3])[CH3:4], predict the reactants needed to synthesize it. The reactants are: [C:1]([C:5]1[O:9][C:8]([C:10](=[O:40])[CH:11]([NH:13][C:14](=[O:39])[CH2:15][N:16]2[C:21](=[O:22])[C:20]([NH:23]C(=O)CC3C=CC=CC=3)=[CH:19][N:18]=[C:17]2[C:33]2[CH:38]=[CH:37][CH:36]=[CH:35][CH:34]=2)[CH3:12])=[N:7][N:6]=1)([CH3:4])([CH3:3])[CH3:2].CCC(COC(C(N(CC[NH+](C)C)C)=O)(C1C=CC=CC=1)C1C=CC=CC=1)CC.[Cl-].CC1(C)S[C@@H]2[C@H](NC(CC3C=CC=CC=3)=O)C(=O)N2[C@H]1C([O-])=O.[K+].